This data is from Full USPTO retrosynthesis dataset with 1.9M reactions from patents (1976-2016). The task is: Predict the reactants needed to synthesize the given product. (1) Given the product [CH2:1]([NH:8][C:9](=[O:49])[C:10](=[O:48])[C@@H:11]([NH:19][C:20](=[O:47])[C@@H:21]([NH:31][C:32](=[O:46])[C@@H:33]([NH:35][C:36](=[O:45])[CH2:37][CH2:38][C:39]1[N:40]([CH3:44])[N:41]=[CH:42][CH:43]=1)[CH3:34])[CH2:22][C:23]1[CH:28]=[CH:27][C:26]([O:29][CH3:30])=[CH:25][CH:24]=1)[CH2:12][C:13]1[CH:14]=[CH:15][CH:16]=[CH:17][CH:18]=1)[C:2]1[CH:3]=[CH:4][CH:5]=[CH:6][CH:7]=1, predict the reactants needed to synthesize it. The reactants are: [CH2:1]([NH:8][C:9](=[O:49])[C@@H:10]([OH:48])[CH:11]([NH:19][C:20](=[O:47])[C@@H:21]([NH:31][C:32](=[O:46])[C@@H:33]([NH:35][C:36](=[O:45])[CH2:37][CH2:38][C:39]1[N:40]([CH3:44])[N:41]=[CH:42][CH:43]=1)[CH3:34])[CH2:22][C:23]1[CH:28]=[CH:27][C:26]([O:29][CH3:30])=[CH:25][CH:24]=1)[CH2:12][C:13]1[CH:18]=[CH:17][CH:16]=[CH:15][CH:14]=1)[C:2]1[CH:7]=[CH:6][CH:5]=[CH:4][CH:3]=1.CC(OI1(OC(C)=O)(OC(C)=O)OC(=O)C2C=CC=CC1=2)=O. (2) Given the product [CH3:18][C:16]1[S:15][C:13]2[N:14]=[C:9]([C:34]3[CH:35]=[CH:36][C:31]([C:30]([F:41])([F:40])[F:29])=[CH:32][CH:33]=3)[N:10]=[C:11]([C:19]3[CH:24]=[CH:23][CH:22]=[C:21]([C:25]([F:28])([F:27])[F:26])[CH:20]=3)[C:12]=2[CH:17]=1, predict the reactants needed to synthesize it. The reactants are: C1(C)C=CC=CC=1.Cl[C:9]1[N:10]=[C:11]([C:19]2[CH:24]=[CH:23][CH:22]=[C:21]([C:25]([F:28])([F:27])[F:26])[CH:20]=2)[C:12]2[CH:17]=[C:16]([CH3:18])[S:15][C:13]=2[N:14]=1.[F:29][C:30]([F:41])([F:40])[C:31]1[CH:36]=[CH:35][C:34](B(O)O)=[CH:33][CH:32]=1.C(=O)([O-])[O-].[Na+].[Na+].